This data is from Rat liver microsome stability data. The task is: Regression/Classification. Given a drug SMILES string, predict its absorption, distribution, metabolism, or excretion properties. Task type varies by dataset: regression for continuous measurements (e.g., permeability, clearance, half-life) or binary classification for categorical outcomes (e.g., BBB penetration, CYP inhibition). Dataset: rlm. (1) The result is 0 (unstable in rat liver microsomes). The drug is COc1cccc(-c2nc3cc(NC(=O)c4ccc(C)c([N+](=O)[O-])c4)ccc3o2)c1. (2) The drug is CCn1nnc2c(N3CCOCC3)nc(-c3ccc(NC(=O)Nc4ccc(C(=O)OC)cc4)cc3)nc21. The result is 1 (stable in rat liver microsomes). (3) The drug is Cc1cc(Nc2ccc(Br)c(C)c2)n2nc(C)nc2n1. The result is 1 (stable in rat liver microsomes). (4) The drug is Cc1ccc(S(=O)(=O)Nc2ccccc2C(=O)Nc2nc(-c3ccccc3)c(C)s2)cc1. The result is 1 (stable in rat liver microsomes). (5) The drug is CN1C[C@H]2N(C(=O)C3(O)CCS(=O)(=O)CC3)CC[C@@]2(S(=O)(=O)c2ccc(F)cc2)c2ccc(C(F)(C(F)(F)F)C(F)(F)F)cc21. The result is 0 (unstable in rat liver microsomes). (6) The molecule is COc1cc(N2CCC(N3CCN(C)CC3)CC2)ccc1Nc1ncc(Cl)c(Nc2ccccc2P(C)(C)=O)n1. The result is 0 (unstable in rat liver microsomes).